This data is from NCI-60 drug combinations with 297,098 pairs across 59 cell lines. The task is: Regression. Given two drug SMILES strings and cell line genomic features, predict the synergy score measuring deviation from expected non-interaction effect. (1) Synergy scores: CSS=34.1, Synergy_ZIP=9.96, Synergy_Bliss=8.55, Synergy_Loewe=-13.4, Synergy_HSA=5.74. Drug 2: CCCS(=O)(=O)NC1=C(C(=C(C=C1)F)C(=O)C2=CNC3=C2C=C(C=N3)C4=CC=C(C=C4)Cl)F. Drug 1: COC1=CC(=CC(=C1O)OC)C2C3C(COC3=O)C(C4=CC5=C(C=C24)OCO5)OC6C(C(C7C(O6)COC(O7)C8=CC=CS8)O)O. Cell line: KM12. (2) Drug 1: CN(C)C1=NC(=NC(=N1)N(C)C)N(C)C. Drug 2: CC=C1C(=O)NC(C(=O)OC2CC(=O)NC(C(=O)NC(CSSCCC=C2)C(=O)N1)C(C)C)C(C)C. Cell line: OVCAR3. Synergy scores: CSS=40.9, Synergy_ZIP=1.70, Synergy_Bliss=0.109, Synergy_Loewe=-59.5, Synergy_HSA=-1.59. (3) Drug 1: CS(=O)(=O)C1=CC(=C(C=C1)C(=O)NC2=CC(=C(C=C2)Cl)C3=CC=CC=N3)Cl. Drug 2: CC(CN1CC(=O)NC(=O)C1)N2CC(=O)NC(=O)C2. Cell line: LOX IMVI. Synergy scores: CSS=29.5, Synergy_ZIP=-9.49, Synergy_Bliss=-5.23, Synergy_Loewe=-2.72, Synergy_HSA=-2.16. (4) Cell line: MDA-MB-435. Drug 1: C1=CN(C(=O)N=C1N)C2C(C(C(O2)CO)O)O.Cl. Synergy scores: CSS=23.9, Synergy_ZIP=-6.38, Synergy_Bliss=-3.67, Synergy_Loewe=-4.61, Synergy_HSA=-0.834. Drug 2: CCC1=C2CN3C(=CC4=C(C3=O)COC(=O)C4(CC)O)C2=NC5=C1C=C(C=C5)O. (5) Drug 1: C1CCC(C1)C(CC#N)N2C=C(C=N2)C3=C4C=CNC4=NC=N3. Drug 2: CC(C1=C(C=CC(=C1Cl)F)Cl)OC2=C(N=CC(=C2)C3=CN(N=C3)C4CCNCC4)N. Cell line: MDA-MB-231. Synergy scores: CSS=15.7, Synergy_ZIP=1.04, Synergy_Bliss=3.56, Synergy_Loewe=2.03, Synergy_HSA=3.92. (6) Drug 1: CCC(=C(C1=CC=CC=C1)C2=CC=C(C=C2)OCCN(C)C)C3=CC=CC=C3.C(C(=O)O)C(CC(=O)O)(C(=O)O)O. Drug 2: CC1=C2C(C(=O)C3(C(CC4C(C3C(C(C2(C)C)(CC1OC(=O)C(C(C5=CC=CC=C5)NC(=O)C6=CC=CC=C6)O)O)OC(=O)C7=CC=CC=C7)(CO4)OC(=O)C)O)C)OC(=O)C. Cell line: NCI-H460. Synergy scores: CSS=22.7, Synergy_ZIP=20.1, Synergy_Bliss=20.8, Synergy_Loewe=10.9, Synergy_HSA=18.4. (7) Cell line: SR. Synergy scores: CSS=5.54, Synergy_ZIP=1.88, Synergy_Bliss=7.46, Synergy_Loewe=4.72, Synergy_HSA=4.93. Drug 1: CC1=C(C(CCC1)(C)C)C=CC(=CC=CC(=CC(=O)O)C)C. Drug 2: C1C(C(OC1N2C=NC3=C2NC=NCC3O)CO)O.